Predict the product of the given reaction. From a dataset of Forward reaction prediction with 1.9M reactions from USPTO patents (1976-2016). The product is: [Cl:72][C:63]1[CH:64]=[C:65]([C:66]2[CH:71]=[CH:70][CH:69]=[CH:68][CH:67]=2)[C:59]2[O:58][C:57]([CH2:56][NH2:53])([CH3:73])[CH2:61][C:60]=2[CH:62]=1. Given the reactants CC1C=CC(S(OCC2(C)CC3C=C(Cl)C=C(C4C=CC=CC=4)C=3O2)(=O)=O)=CC=1.[N-]=[N+]=[N-].[Na+].N(CC1CC2C=C(Cl)C=C(C3C=CSC=3)C=2O1)=[N+]=[N-].[N:53]([CH2:56][C:57]1([CH3:73])[CH2:61][C:60]2[CH:62]=[C:63]([Cl:72])[CH:64]=[C:65]([C:66]3[CH:71]=[CH:70][CH:69]=[CH:68][CH:67]=3)[C:59]=2[O:58]1)=[N+]=[N-].[N-]=[N+]=[N-], predict the reaction product.